Predict the reaction yield, written as a fraction of the theoretical maximum amount of product (1.0 means a 100% yield; for example, 0.34 means a 34% yield). From a dataset of Reaction yield outcomes from USPTO patents with 853,638 reactions. The reactants are S(O)(O)(=O)=O.[CH3:6][S:7][C:8](=[NH:10])[NH2:9].C(=O)([O-])[O-].[K+].[K+].Cl[C:18]([O:20][CH2:21][CH2:22][CH:23]=[CH2:24])=[O:19]. The catalyst is C1(C)C=CC=CC=1.O. The product is [CH2:21]([O:20][C:18](=[O:19])[NH:10][C:8](=[NH:9])[S:7][CH3:6])[CH2:22][CH:23]=[CH2:24]. The yield is 0.960.